Regression. Given two drug SMILES strings and cell line genomic features, predict the synergy score measuring deviation from expected non-interaction effect. From a dataset of Merck oncology drug combination screen with 23,052 pairs across 39 cell lines. (1) Drug 1: Cn1nnc2c(C(N)=O)ncn2c1=O. Drug 2: C=CCn1c(=O)c2cnc(Nc3ccc(N4CCN(C)CC4)cc3)nc2n1-c1cccc(C(C)(C)O)n1. Synergy scores: synergy=18.6. Cell line: SW620. (2) Drug 1: O=c1[nH]cc(F)c(=O)[nH]1. Drug 2: C#Cc1cccc(Nc2ncnc3cc(OCCOC)c(OCCOC)cc23)c1. Cell line: EFM192B. Synergy scores: synergy=10.5.